From a dataset of Catalyst prediction with 721,799 reactions and 888 catalyst types from USPTO. Predict which catalyst facilitates the given reaction. (1) Reactant: [CH3:1][N:2]1[CH2:7][CH2:6][N:5]([C:8]2[N:13]3[CH:14]=[C:15]([CH2:17][N:18]4[C@H:31]5[C@H:22]([CH2:23][CH2:24][C:25]6[C:30]5=[N:29][CH:28]=[CH:27][CH:26]=6)[CH2:21][CH2:20][CH2:19]4)[N:16]=[C:12]3[CH:11]=[CH:10][CH:9]=2)[CH2:4][CH2:3]1.[NH:32]1[CH2:37][CH2:36][CH2:35][CH2:34][CH2:33]1.[C:38](O)(=O)C.C=O. Product: [CH3:1][N:2]1[CH2:3][CH2:4][N:5]([C:8]2[N:13]3[C:14]([CH2:38][N:32]4[CH2:37][CH2:36][CH2:35][CH2:34][CH2:33]4)=[C:15]([CH2:17][N:18]4[C@H:31]5[C@H:22]([CH2:23][CH2:24][C:25]6[C:30]5=[N:29][CH:28]=[CH:27][CH:26]=6)[CH2:21][CH2:20][CH2:19]4)[N:16]=[C:12]3[CH:11]=[CH:10][CH:9]=2)[CH2:6][CH2:7]1. The catalyst class is: 6. (2) Reactant: [NH:1]1[C:9]2[C:4](=[CH:5][C:6]([C:10]3[C:18]4[C:13](=[N:14][CH:15]=[C:16]([C:19]5[CH:26]=[CH:25][C:22]([CH:23]=O)=[C:21]([C:27]([F:30])([F:29])[F:28])[CH:20]=5)[CH:17]=4)[N:12](S(C4C=CC(C)=CC=4)(=O)=O)[CH:11]=3)=[CH:7][CH:8]=2)[CH:3]=[CH:2]1.[CH3:41][N:42]1[CH2:47][CH2:46][NH:45][CH2:44][CH2:43]1.C(O[BH-](OC(=O)C)OC(=O)C)(=O)C.[Na+]. Product: [NH:1]1[C:9]2[C:4](=[CH:5][C:6]([C:10]3[C:18]4[C:13](=[N:14][CH:15]=[C:16]([C:19]5[CH:26]=[CH:25][C:22]([CH2:23][N:45]6[CH2:46][CH2:47][N:42]([CH3:41])[CH2:43][CH2:44]6)=[C:21]([C:27]([F:29])([F:30])[F:28])[CH:20]=5)[CH:17]=4)[NH:12][CH:11]=3)=[CH:7][CH:8]=2)[CH:3]=[CH:2]1. The catalyst class is: 2. (3) Reactant: [CH2:1](Br)[C:2]1[CH:7]=[CH:6][CH:5]=[CH:4][CH:3]=1.[F:9][C:10]1[CH:11]=[C:12]([NH:21][C:22]([C@@H:24]2[N:33]([C:34]([C@@H:36]3[CH2:39][C@H:38]([CH2:40][C:41]([OH:43])=[O:42])[CH2:37]3)=[O:35])[CH2:32][CH2:31][C:30]3[N:29]=[C:28]([O:44][CH3:45])[CH:27]=[CH:26][C:25]2=3)=[O:23])[CH:13]=[C:14]2[C:18]=1[C:17]([CH3:20])([CH3:19])[CH2:16][CH2:15]2.C(=O)([O-])[O-].[K+].[K+].O. Product: [F:9][C:10]1[CH:11]=[C:12]([NH:21][C:22]([C@@H:24]2[N:33]([C:34]([C@@H:36]3[CH2:39][C@H:38]([CH2:40][C:41]([O:43][CH2:1][C:2]4[CH:7]=[CH:6][CH:5]=[CH:4][CH:3]=4)=[O:42])[CH2:37]3)=[O:35])[CH2:32][CH2:31][C:30]3[N:29]=[C:28]([O:44][CH3:45])[CH:27]=[CH:26][C:25]2=3)=[O:23])[CH:13]=[C:14]2[C:18]=1[C:17]([CH3:20])([CH3:19])[CH2:16][CH2:15]2. The catalyst class is: 3. (4) Reactant: [F:1][C:2]1[CH:7]=[C:6]([S:8]([CH3:11])(=[O:10])=[O:9])[CH:5]=[C:4]([F:12])[C:3]=1[C:13]1[N:18]=[C:17]([C:19]([O:21]C)=[O:20])[CH:16]=[CH:15][C:14]=1[F:23].[OH-].[Na+].Cl. Product: [F:1][C:2]1[CH:7]=[C:6]([S:8]([CH3:11])(=[O:9])=[O:10])[CH:5]=[C:4]([F:12])[C:3]=1[C:13]1[N:18]=[C:17]([C:19]([OH:21])=[O:20])[CH:16]=[CH:15][C:14]=1[F:23]. The catalyst class is: 36. (5) Reactant: [F:1][C:2]([F:15])([F:14])[CH:3]([CH2:12][CH3:13])[CH:4]=[C:5](OCC)[O:6]CC.C([O-])(=O)C.[NH4+:20].C(O)C.C(O)(=O)C. Product: [OH:6][C:5]1[CH:4]=[C:3]([C:2]([F:15])([F:14])[F:1])[CH:12]=[CH:13][N:20]=1. The catalyst class is: 413. (6) Reactant: [CH3:1][S:2]([CH2:5][CH2:6][CH:7]([N:14]1[CH:18]=[C:17]([N+:19]([O-])=O)[CH:16]=[N:15]1)[C:8]1[CH:13]=[CH:12][CH:11]=[CH:10][CH:9]=1)(=[O:4])=[O:3]. Product: [CH3:1][S:2]([CH2:5][CH2:6][CH:7]([N:14]1[CH:18]=[C:17]([NH2:19])[CH:16]=[N:15]1)[C:8]1[CH:13]=[CH:12][CH:11]=[CH:10][CH:9]=1)(=[O:3])=[O:4]. The catalyst class is: 94. (7) The catalyst class is: 269. Product: [Cl-:31].[C:26]([C:22]1[CH:21]=[C:20]([C:17]2[CH:18]=[CH:19][C:14]([CH2:13][NH2+:7][CH2:8][CH2:9][CH:10]([CH3:11])[CH3:12])=[CH:15][C:16]=2[F:29])[CH:25]=[CH:24][CH:23]=1)(=[O:28])[NH2:27]. Reactant: C(OC(=O)[N:7]([CH2:13][C:14]1[CH:19]=[CH:18][C:17]([C:20]2[CH:25]=[CH:24][CH:23]=[C:22]([C:26](=[O:28])[NH2:27])[CH:21]=2)=[C:16]([F:29])[CH:15]=1)[CH2:8][CH2:9][CH:10]([CH3:12])[CH3:11])(C)(C)C.[ClH:31].